Predict which catalyst facilitates the given reaction. From a dataset of Catalyst prediction with 721,799 reactions and 888 catalyst types from USPTO. (1) Reactant: [CH3:1][O:2][C:3]([C:5]1[C:6]([NH2:20])=[C:7]([C:14]#[C:15][Si](C)(C)C)[CH:8]=[C:9]2[C:13]=1[NH:12][N:11]=[CH:10]2)=[O:4].[F-].C([N+](CCCC)(CCCC)CCCC)CCC.O.C(OC)(C)(C)C. Product: [CH3:1][O:2][C:3]([C:5]1[C:6]([NH2:20])=[C:7]([C:14]#[CH:15])[CH:8]=[C:9]2[C:13]=1[NH:12][N:11]=[CH:10]2)=[O:4]. The catalyst class is: 7. (2) Reactant: [Br:1][C:2]1[CH:7]=[CH:6][CH:5]=[C:4](F)[N:3]=1.[NH:9]1[CH2:15][CH:14]([OH:16])[CH2:13][NH:12][CH2:11][CH2:10]1.CCN(C(C)C)C(C)C. Product: [Br:1][C:2]1[N:3]=[C:4]([N:9]2[CH2:15][CH:14]([OH:16])[CH2:13][NH:12][CH2:11][CH2:10]2)[CH:5]=[CH:6][CH:7]=1. The catalyst class is: 8. (3) Reactant: [O-][CH2:2][CH3:3].[Na+].[N+:5]([C:8]([C:12]([Cl:16])=[C:13]([Cl:15])[Cl:14])=[C:9](Cl)Cl)([O-:7])=[O:6].[CH3:17][C:18]1[CH:23]=[CH:22][C:21]([SH:24])=[CH:20][CH:19]=1. Product: [CH3:17][C:18]1[CH:23]=[CH:22][C:21]([S:24][C:9]([S:24][C:21]2[CH:22]=[CH:23][C:2]([CH3:3])=[CH:19][CH:20]=2)=[C:8]([N+:5]([O-:7])=[O:6])[C:12]([Cl:16])=[C:13]([Cl:15])[Cl:14])=[CH:20][CH:19]=1. The catalyst class is: 8. (4) Reactant: FC1C=CC(C2CC2(C(N)=O)C(N)=O)=CC=1.CS[C:19]([S:30][CH3:31])=[C:20]1[C:25](=[O:26])[O:24][C:23]([CH3:28])([CH3:27])[O:22][C:21]1=[O:29].[CH3:32][O:33][C:34]1[CH:35]=[C:36]([CH:38]=[CH:39][C:40]=1[O:41][CH3:42])[NH2:37]. Product: [CH3:32][O:33][C:34]1[CH:35]=[C:36]([NH:37][C:19]([S:30][CH3:31])=[C:20]2[C:25](=[O:26])[O:24][C:23]([CH3:28])([CH3:27])[O:22][C:21]2=[O:29])[CH:38]=[CH:39][C:40]=1[O:41][CH3:42]. The catalyst class is: 14. (5) Reactant: [NH:1]1[CH2:7][CH2:6][CH2:5][CH:4]([N:8]2[CH2:13][CH2:12][N:11]3[C:14]([NH:17][S:18]([C:21]4[CH:26]=[CH:25][C:24]([NH:27][C@@H:28]([CH2:37][S:38][C:39]5[CH:44]=[CH:43][CH:42]=[CH:41][CH:40]=5)[CH2:29][CH2:30][N:31]5[CH2:36][CH2:35][O:34][CH2:33][CH2:32]5)=[C:23]([S:45]([C:48]([F:51])([F:50])[F:49])(=[O:47])=[O:46])[CH:22]=4)(=[O:20])=[O:19])=[N:15][N:16]=[C:10]3[CH2:9]2)[CH2:3][CH2:2]1.[Cl:52][C:53]1[CH:58]=[CH:57][C:56]([C:59]2[C:60]([CH:65]=O)=[CH:61][CH:62]=[CH:63][CH:64]=2)=[CH:55][CH:54]=1.C(O)(=O)C.C([BH3-])#N.[Na+]. Product: [Cl:52][C:53]1[CH:54]=[CH:55][C:56]([C:59]2[CH:64]=[CH:63][CH:62]=[CH:61][C:60]=2[CH2:65][N:1]2[CH2:7][CH2:6][CH2:5][CH:4]([N:8]3[CH2:13][CH2:12][N:11]4[C:14]([NH:17][S:18]([C:21]5[CH:26]=[CH:25][C:24]([NH:27][C@@H:28]([CH2:37][S:38][C:39]6[CH:40]=[CH:41][CH:42]=[CH:43][CH:44]=6)[CH2:29][CH2:30][N:31]6[CH2:32][CH2:33][O:34][CH2:35][CH2:36]6)=[C:23]([S:45]([C:48]([F:49])([F:50])[F:51])(=[O:47])=[O:46])[CH:22]=5)(=[O:19])=[O:20])=[N:15][N:16]=[C:10]4[CH2:9]3)[CH2:3][CH2:2]2)=[CH:57][CH:58]=1. The catalyst class is: 5. (6) Reactant: [Br:1][C:2]1[CH:3]=[CH:4][C:5]2[C:10]([CH3:12])([CH3:11])[O:9][C:8](=[O:13])[NH:7][C:6]=2[CH:14]=1.[CH3:15][Si]([N-][Si](C)(C)C)(C)C.[Na+].CI. Product: [Br:1][C:2]1[CH:3]=[CH:4][C:5]2[C:10]([CH3:11])([CH3:12])[O:9][C:8](=[O:13])[N:7]([CH3:15])[C:6]=2[CH:14]=1. The catalyst class is: 198.